Dataset: Peptide-MHC class I binding affinity with 185,985 pairs from IEDB/IMGT. Task: Regression. Given a peptide amino acid sequence and an MHC pseudo amino acid sequence, predict their binding affinity value. This is MHC class I binding data. (1) The peptide sequence is LSSVSSLERF. The MHC is Mamu-A02 with pseudo-sequence Mamu-A02. The binding affinity (normalized) is 1.00. (2) The peptide sequence is ALDLSHFLK. The MHC is HLA-B44:02 with pseudo-sequence HLA-B44:02. The binding affinity (normalized) is 0. (3) The peptide sequence is HSAAFEDL. The binding affinity (normalized) is 0.0735. The MHC is H-2-Kb with pseudo-sequence H-2-Kb. (4) The peptide sequence is KPLIKWDLL. The MHC is HLA-B07:02 with pseudo-sequence HLA-B07:02. The binding affinity (normalized) is 0.474. (5) The peptide sequence is YRLELGDYKL. The MHC is Mamu-B03 with pseudo-sequence Mamu-B03. The binding affinity (normalized) is 0.403. (6) The peptide sequence is RVLEMVEDW. The MHC is HLA-B57:01 with pseudo-sequence HLA-B57:01. The binding affinity (normalized) is 0.586. (7) The peptide sequence is TTAQGTSMY. The MHC is HLA-A31:01 with pseudo-sequence HLA-A31:01. The binding affinity (normalized) is 0.0540.